Dataset: Catalyst prediction with 721,799 reactions and 888 catalyst types from USPTO. Task: Predict which catalyst facilitates the given reaction. (1) Reactant: [CH:1]1[C:10]2[C:5](=[CH:6][CH:7]=[CH:8][CH:9]=2)[CH:4]=[CH:3][C:2]=1[C:11]([C:13]1[CH:41]=[CH:40][C:16]2[N:17]([CH2:21][CH2:22][O:23][C:24]3[CH:39]=[CH:38][C:27]([CH2:28][CH:29]([C:34]([O:36][CH3:37])=[O:35])[C:30]([O:32][CH3:33])=[O:31])=[CH:26][CH:25]=3)[C:18](=[O:20])[S:19][C:15]=2[CH:14]=1)=O. Product: [CH:1]1[C:10]2[C:5](=[CH:6][CH:7]=[CH:8][CH:9]=2)[CH:4]=[CH:3][C:2]=1[CH2:11][C:13]1[CH:41]=[CH:40][C:16]2[N:17]([CH2:21][CH2:22][O:23][C:24]3[CH:39]=[CH:38][C:27]([CH2:28][CH:29]([C:34]([O:36][CH3:37])=[O:35])[C:30]([O:32][CH3:33])=[O:31])=[CH:26][CH:25]=3)[C:18](=[O:20])[S:19][C:15]=2[CH:14]=1. The catalyst class is: 5. (2) Reactant: [O:1]=[C:2]1[C:7]([CH2:8][N:9]2[CH2:14][CH2:13][CH:12]([CH2:15][CH2:16][C:17]3[C:18](Cl)=[N:19][CH:20]=[CH:21][CH:22]=3)[CH2:11][CH2:10]2)=[CH:6][CH:5]=[CH:4][NH:3]1.[CH3:24][S-:25].[Na+].O. Product: [O:1]=[C:2]1[C:7]([CH2:8][N:9]2[CH2:14][CH2:13][CH:12]([CH2:15][CH2:16][C:17]3[C:18]([S:25][CH3:24])=[N:19][CH:20]=[CH:21][CH:22]=3)[CH2:11][CH2:10]2)=[CH:6][CH:5]=[CH:4][NH:3]1. The catalyst class is: 60. (3) Reactant: [CH3:1][C:2]([O:5][C:6]([NH:8][C@H:9]([C:13]([OH:15])=O)[CH2:10][C:11]#[CH:12])=[O:7])([CH3:4])[CH3:3].O.ON1C2C=CC=CC=2N=N1.[O:27]1[C:31]2[CH:32]=[CH:33][CH:34]=[CH:35][C:30]=2[N:29]=[C:28]1[NH:36][CH2:37][CH2:38][NH2:39].C(N(CC)CC)C.Cl.CN(C)CCCN=C=NCC. Product: [O:27]1[C:31]2[CH:32]=[CH:33][CH:34]=[CH:35][C:30]=2[N:29]=[C:28]1[NH:36][CH2:37][CH2:38][NH:39][C:13](=[O:15])[C@@H:9]([NH:8][C:6](=[O:7])[O:5][C:2]([CH3:1])([CH3:3])[CH3:4])[CH2:10][C:11]#[CH:12]. The catalyst class is: 4.